Dataset: Catalyst prediction with 721,799 reactions and 888 catalyst types from USPTO. Task: Predict which catalyst facilitates the given reaction. (1) Product: [O:18]1[CH2:22][CH2:21][CH2:20][CH:19]1[CH2:23][NH:24][C:15]([C:12]1[CH:11]=[C:10]([CH2:9][O:8][CH2:1][C:2]2[CH:3]=[CH:4][CH:5]=[CH:6][CH:7]=2)[O:14][N:13]=1)=[O:17]. The catalyst class is: 22. Reactant: [CH2:1]([O:8][CH2:9][C:10]1[O:14][N:13]=[C:12]([C:15]([OH:17])=O)[CH:11]=1)[C:2]1[CH:7]=[CH:6][CH:5]=[CH:4][CH:3]=1.[O:18]1[CH2:22][CH2:21][CH2:20][CH:19]1[CH2:23][NH2:24].ON1C2C=CC=CC=2N=N1.Cl.C(N=C=NCCCN(C)C)C. (2) Reactant: [OH:1][C@@H:2]1[CH2:8][N:7](C(OC(C)(C)C)=O)[CH2:6][CH2:5][N:4]([C:16]2[CH:21]=[CH:20][CH:19]=[C:18]([N:22]3[C:30]4[CH:29]=[C:28]([C:31]5[CH:32]=[N:33][N:34]([CH2:36][C:37]([F:40])([F:39])[F:38])[CH:35]=5)[N:27]=[CH:26][C:25]=4[CH:24]=[N:23]3)[N:17]=2)[CH2:3]1. Product: [F:40][C:37]([F:38])([F:39])[CH2:36][N:34]1[CH:35]=[C:31]([C:28]2[N:27]=[CH:26][C:25]3[CH:24]=[N:23][N:22]([C:18]4[N:17]=[C:16]([N:4]5[CH2:3][C@H:2]([OH:1])[CH2:8][NH:7][CH2:6][CH2:5]5)[CH:21]=[CH:20][CH:19]=4)[C:30]=3[CH:29]=2)[CH:32]=[N:33]1. The catalyst class is: 209. (3) Reactant: C(=O)([O-])[O-].[K+].[K+].[CH3:7][O:8][C:9]1[C:14](B(O)O)=[CH:13][CH:12]=[CH:11][N:10]=1.Br[C:19]1[CH:20]=[C:21]([CH:24]=[CH:25][C:26]=1[O:27][C:28]1[CH:33]=[CH:32][C:31]([Cl:34])=[CH:30][C:29]=1[O:35][CH3:36])[C:22]#[N:23]. Product: [Cl:34][C:31]1[CH:32]=[CH:33][C:28]([O:27][C:26]2[CH:25]=[CH:24][C:21]([C:22]#[N:23])=[CH:20][C:19]=2[C:14]2[C:9]([O:8][CH3:7])=[N:10][CH:11]=[CH:12][CH:13]=2)=[C:29]([O:35][CH3:36])[CH:30]=1. The catalyst class is: 77. (4) Reactant: Cl.NO.C[N:5](C)/[CH:6]=[CH:7]/[C:8]([C:10]1[CH:15]=[CH:14][C:13]([C:16]2[N:17]=[C:18]3[CH:23]=[CH:22][C:21]([I:24])=[CH:20][N:19]3[CH:25]=2)=[CH:12][CH:11]=1)=[O:9]. Product: [I:24][C:21]1[CH:22]=[CH:23][C:18]2[N:19]([CH:25]=[C:16]([C:13]3[CH:14]=[CH:15][C:10]([C:8]4[O:9][N:5]=[CH:6][CH:7]=4)=[CH:11][CH:12]=3)[N:17]=2)[CH:20]=1. The catalyst class is: 8. (5) Reactant: [Br:1]Br.[CH3:3][O:4][C:5]1[CH:10]=[CH:9][C:8]([NH:11][C:12]2[S:13][CH:14]=[CH:15][N:16]=2)=[CH:7][CH:6]=1. Product: [Br:1][C:14]1[S:13][C:12]([NH:11][C:8]2[CH:7]=[CH:6][C:5]([O:4][CH3:3])=[CH:10][CH:9]=2)=[N:16][CH:15]=1. The catalyst class is: 3. (6) Reactant: [OH:1][CH:2]([P:9](=[O:14])([O:12]C)[O:10]C)[C:3]1[CH:8]=[CH:7][CH:6]=[CH:5][CH:4]=1.C[Si](Br)(C)C. Product: [OH:1][CH:2]([P:9](=[O:10])([OH:14])[OH:12])[C:3]1[CH:8]=[CH:7][CH:6]=[CH:5][CH:4]=1. The catalyst class is: 2. (7) Reactant: [BH4-].[Na+].[CH3:3][C:4]1[C:5]2[N:6]([C:10]([CH3:13])=[CH:11][CH:12]=2)[CH2:7][CH2:8][N:9]=1. Product: [CH3:3][CH:4]1[NH:9][CH2:8][CH2:7][N:6]2[C:10]([CH3:13])=[CH:11][CH:12]=[C:5]12. The catalyst class is: 5.